Dataset: Reaction yield outcomes from USPTO patents with 853,638 reactions. Task: Predict the reaction yield, written as a fraction of the theoretical maximum amount of product (1.0 means a 100% yield; for example, 0.34 means a 34% yield). (1) The reactants are [CH3:1][C:2]1[C:10]([O:11][C@@H:12]2[CH2:17][CH2:16][CH2:15][C@H:14]([NH2:18])[CH2:13]2)=[CH:9][CH:8]=[C:7]2[C:3]=1[CH:4]=[N:5][N:6]2[CH:19]1[CH2:24][CH2:23][CH2:22][CH2:21][O:20]1.Br[CH2:26][CH2:27][O:28][CH2:29][CH2:30]Br.C(=O)([O-])[O-].[K+].[K+].[OH-].[Na+]. The yield is 0.760. The product is [CH3:1][C:2]1[C:10]([O:11][C@H:12]2[CH2:17][CH2:16][CH2:15][C@@H:14]([N:18]3[CH2:30][CH2:29][O:28][CH2:27][CH2:26]3)[CH2:13]2)=[CH:9][CH:8]=[C:7]2[C:3]=1[CH:4]=[N:5][N:6]2[CH:19]1[CH2:24][CH2:23][CH2:22][CH2:21][O:20]1. The catalyst is CN(C)C(=O)C. (2) The reactants are [O:1]1[C:5]2[CH:6]=[CH:7][CH:8]=[C:9]([CH:10]=[O:11])[C:4]=2[O:3][CH2:2]1.[Li][CH3:13]. The catalyst is C1COCC1.C(OCC)C. The product is [O:1]1[C:5]2[CH:6]=[CH:7][CH:8]=[C:9]([CH:10]([OH:11])[CH3:13])[C:4]=2[O:3][CH2:2]1. The yield is 0.994. (3) The yield is 0.555. The product is [CH3:27][C:28]1([CH3:49])[N:33]([C:34]([O:36][C:37]([CH3:40])([CH3:39])[CH3:38])=[O:35])[CH2:32][CH:31]=[C:30]([C:4]2[C:5]3[C:6](=[N:7][CH:8]=[C:9]([N+:15]([O-:17])=[O:16])[C:10]=3[C:11]([F:13])([F:12])[F:14])[N:2]([CH3:1])[CH:3]=2)[CH2:29]1. The catalyst is O1CCOCC1.O.C1C=CC([P]([Pd]([P](C2C=CC=CC=2)(C2C=CC=CC=2)C2C=CC=CC=2)([P](C2C=CC=CC=2)(C2C=CC=CC=2)C2C=CC=CC=2)[P](C2C=CC=CC=2)(C2C=CC=CC=2)C2C=CC=CC=2)(C2C=CC=CC=2)C2C=CC=CC=2)=CC=1. The reactants are [CH3:1][N:2]1[C:6]2=[N:7][CH:8]=[C:9]([N+:15]([O-:17])=[O:16])[C:10]([C:11]([F:14])([F:13])[F:12])=[C:5]2[C:4](B2OC(C)(C)C(C)(C)O2)=[CH:3]1.[CH3:27][C:28]1([CH3:49])[N:33]([C:34]([O:36][C:37]([CH3:40])([CH3:39])[CH3:38])=[O:35])[CH2:32][CH:31]=[C:30](OS(C(F)(F)F)(=O)=O)[CH2:29]1.C([O-])([O-])=O.[K+].[K+]. (4) The reactants are [Cl:1][C:2]1[CH:3]=[C:4](B(O)O)[CH:5]=[CH:6][CH:7]=1.Br[C:12]1[CH:17]=[CH:16][N:15]=[CH:14][CH:13]=1.C(=O)([O-])[O-].[K+].[K+]. The catalyst is C1C=CC(P(C2C=CC=CC=2)C2C=CC=CC=2)=CC=1.C1C=CC(P(C2C=CC=CC=2)C2C=CC=CC=2)=CC=1.C1C=CC(P(C2C=CC=CC=2)C2C=CC=CC=2)=CC=1.C1C=CC(P(C2C=CC=CC=2)C2C=CC=CC=2)=CC=1.[Pd].O1CCCC1. The product is [Cl:1][C:2]1[CH:3]=[C:4]([C:13]2[CH:14]=[N:15][CH:16]=[CH:17][CH:12]=2)[CH:5]=[CH:6][CH:7]=1. The yield is 0.500.